Dataset: Full USPTO retrosynthesis dataset with 1.9M reactions from patents (1976-2016). Task: Predict the reactants needed to synthesize the given product. (1) Given the product [NH2:1][C:4]1[CH:5]=[C:6]2[C:10](=[CH:11][CH:12]=1)[NH:9][CH:8]=[C:7]2[CH2:13][CH2:14][N:15]1[C:16](=[O:25])[C:17]2[C:22](=[CH:21][CH:20]=[CH:19][CH:18]=2)[C:23]1=[O:24], predict the reactants needed to synthesize it. The reactants are: [N+:1]([C:4]1[CH:5]=[C:6]2[C:10](=[CH:11][CH:12]=1)[NH:9][CH:8]=[C:7]2[CH2:13][CH2:14][N:15]1[C:23](=[O:24])[C:22]2[C:17](=[CH:18][CH:19]=[CH:20][CH:21]=2)[C:16]1=[O:25])([O-])=O.CO. (2) Given the product [CH2:13]([N:15]([C:16]1[CH:17]=[CH:18][C:19]([C:20]2[NH:12][C:11]3[CH:10]=[CH:9][C:4]([C:5]([O:7][CH3:8])=[O:6])=[CH:3][C:2]=3[N:1]=2)=[CH:22][CH:23]=1)[CH2:24][CH3:25])[CH3:14], predict the reactants needed to synthesize it. The reactants are: [NH2:1][C:2]1[CH:3]=[C:4]([CH:9]=[CH:10][C:11]=1[NH2:12])[C:5]([O:7][CH3:8])=[O:6].[CH2:13]([N:15]([CH2:24][CH3:25])[C:16]1[CH:23]=[CH:22][C:19]([CH:20]=O)=[CH:18][CH:17]=1)[CH3:14].